This data is from Forward reaction prediction with 1.9M reactions from USPTO patents (1976-2016). The task is: Predict the product of the given reaction. (1) Given the reactants [Cl:1][C:2]1[CH:13]=[CH:12][C:11]([CH:14]=[CH:15][CH2:16][O:17][CH3:18])=[CH:10][C:3]=1[C:4]([NH:6][CH:7]1[CH2:9][CH2:8]1)=[O:5].CN(C=O)C.C1(S(NN)(=O)=O)C=CC=CC=1, predict the reaction product. The product is: [Cl:1][C:2]1[CH:13]=[CH:12][C:11]([CH2:14][CH2:15][CH2:16][O:17][CH3:18])=[CH:10][C:3]=1[C:4]([NH:6][CH:7]1[CH2:8][CH2:9]1)=[O:5]. (2) Given the reactants [CH2:1]([C:3]1[N:13]([CH2:14][C:15]2[CH:20]=[CH:19][C:18](/[CH:21]=[CH:22]/[CH2:23]O)=[CH:17][CH:16]=2)[C:6]2=[N:7][C:8]([CH3:12])=[CH:9][C:10]([CH3:11])=[C:5]2[N:4]=1)[CH3:2].[O:25]1[CH2:30][CH2:29][N:28]([CH2:31][C:32]2([OH:38])[CH2:37][CH2:36][NH:35][CH2:34][CH2:33]2)[CH2:27][CH2:26]1, predict the reaction product. The product is: [CH2:1]([C:3]1[N:13]([CH2:14][C:15]2[CH:16]=[CH:17][C:18](/[CH:21]=[CH:22]/[CH2:23][N:35]3[CH2:36][CH2:37][C:32]([CH2:31][N:28]4[CH2:27][CH2:26][O:25][CH2:30][CH2:29]4)([OH:38])[CH2:33][CH2:34]3)=[CH:19][CH:20]=2)[C:6]2=[N:7][C:8]([CH3:12])=[CH:9][C:10]([CH3:11])=[C:5]2[N:4]=1)[CH3:2]. (3) The product is: [N:1]1([CH:5]2[CH2:10][CH2:9][NH:8][CH2:7][CH2:6]2)[CH2:4][CH2:3][CH2:2]1. Given the reactants [N:1]1([CH:5]2[CH2:10][CH2:9][N:8](CC3C=CC=CC=3)[CH2:7][CH2:6]2)[CH2:4][CH2:3][CH2:2]1.[H][H], predict the reaction product. (4) Given the reactants [CH3:1][O:2][CH2:3][C:4]1[N:9]=[CH:8][C:7]([O:10][C:11]2[CH:12]=[C:13]3[C:17](=[C:18]([O:20][CH:21]4[CH2:26][CH2:25][O:24][CH2:23][CH2:22]4)[CH:19]=2)[NH:16][C:15]([C:27]([O:29]CC)=[O:28])=[CH:14]3)=[CH:6][CH:5]=1.[OH-].[Na+], predict the reaction product. The product is: [CH3:1][O:2][CH2:3][C:4]1[N:9]=[CH:8][C:7]([O:10][C:11]2[CH:12]=[C:13]3[C:17](=[C:18]([O:20][CH:21]4[CH2:26][CH2:25][O:24][CH2:23][CH2:22]4)[CH:19]=2)[NH:16][C:15]([C:27]([OH:29])=[O:28])=[CH:14]3)=[CH:6][CH:5]=1.